The task is: Predict the product of the given reaction.. This data is from Forward reaction prediction with 1.9M reactions from USPTO patents (1976-2016). (1) Given the reactants [Cl:1][S:2]([OH:5])(=O)=[O:3].[Cl:6][C:7]1[CH:8]=[CH:9][C:10]([O:24][CH3:25])=[C:11]([CH:23]=1)[C:12]([NH:14][CH2:15][CH2:16][C:17]1[CH:22]=[CH:21][CH:20]=[CH:19][CH:18]=1)=[O:13], predict the reaction product. The product is: [Cl:6][C:7]1[CH:8]=[CH:9][C:10]([O:24][CH3:25])=[C:11]([CH:23]=1)[C:12]([NH:14][CH2:15][CH2:16][C:17]1[CH:18]=[CH:19][C:20]([S:2]([Cl:1])(=[O:5])=[O:3])=[CH:21][CH:22]=1)=[O:13]. (2) Given the reactants [Si:1]([O:8][CH2:9][CH2:10][NH:11][C:12]([C:14]1[CH:15]=[N:16][N:17]([C:19]2[CH:24]=[CH:23][C:22]([O:25][CH2:26][CH2:27][CH2:28][N:29]3[CH2:33][CH2:32][CH2:31][C@H:30]3[CH3:34])=[CH:21][CH:20]=2)[CH:18]=1)=[O:13])([C:4]([CH3:7])([CH3:6])[CH3:5])([CH3:3])[CH3:2].[H-].[Na+].Br[CH2:38][C:39]([O:41][C:42]([CH3:45])([CH3:44])[CH3:43])=[O:40], predict the reaction product. The product is: [Si:1]([O:8][CH2:9][CH2:10][N:11]([C:12]([C:14]1[CH:15]=[N:16][N:17]([C:19]2[CH:20]=[CH:21][C:22]([O:25][CH2:26][CH2:27][CH2:28][N:29]3[CH2:33][CH2:32][CH2:31][C@H:30]3[CH3:34])=[CH:23][CH:24]=2)[CH:18]=1)=[O:13])[CH2:38][C:39]([O:41][C:42]([CH3:45])([CH3:44])[CH3:43])=[O:40])([C:4]([CH3:7])([CH3:5])[CH3:6])([CH3:3])[CH3:2]. (3) Given the reactants Br[C:2]1([CH3:19])[O:6][C:5]([CH3:17])([C:7]23[CH2:16][CH:11]4[CH2:12][CH:13]([CH2:15][CH:9]([CH2:10]4)[CH2:8]2)[CH2:14]3)[O:4][C:3]1=[O:18].CN(C)C=O.C(OC(C)C)(C)C, predict the reaction product. The product is: [CH2:19]=[C:2]1[O:6][C:5]([C:7]23[CH2:14][CH:13]4[CH2:15][CH:9]([CH2:10][CH:11]([CH2:12]4)[CH2:16]2)[CH2:8]3)([CH3:17])[O:4][C:3]1=[O:18]. (4) Given the reactants [NH2:1][C:2]1[N:7]=[N:6][C:5]([N:8]2[CH2:13][CH2:12][N:11]([C:14]([C:16]3[CH:21]=[CH:20][CH:19]=[CH:18][C:17]=3[C:22]([F:25])([F:24])[F:23])=[O:15])[CH2:10][CH2:9]2)=[CH:4][CH:3]=1.[CH3:26][CH:27]([CH3:33])[CH2:28][CH2:29][C:30](O)=[O:31].CN(C)CCCN=C=NCC.O, predict the reaction product. The product is: [F:23][C:22]([F:25])([F:24])[C:17]1[CH:18]=[CH:19][CH:20]=[CH:21][C:16]=1[C:14]([N:11]1[CH2:10][CH2:9][N:8]([C:5]2[N:6]=[N:7][C:2]([NH:1][C:30](=[O:31])[CH2:29][CH2:28][CH:27]([CH3:33])[CH3:26])=[CH:3][CH:4]=2)[CH2:13][CH2:12]1)=[O:15]. (5) Given the reactants [Na].[C:2]([O:9][CH3:10])(=[O:8])[CH2:3][C:4]([O:6][CH3:7])=[O:5].[F:11][C:12]1[CH:19]=[CH:18][C:15]([CH2:16]Br)=[CH:14][CH:13]=1, predict the reaction product. The product is: [CH3:7][O:6][C:4](=[O:5])[CH:3]([CH2:16][C:15]1[CH:18]=[CH:19][C:12]([F:11])=[CH:13][CH:14]=1)[C:2]([O:9][CH3:10])=[O:8]. (6) Given the reactants FC(F)(F)C(O)=O.[C:8]([NH:16][C:17]1[S:18][CH2:19][C@@H:20]2[CH2:25][N:24](C(OC(C)(C)C)=O)[CH2:23][C@:21]2([C:33]2[CH:38]=[N:37][CH:36]=[CH:35][N:34]=2)[N:22]=1)(=[O:15])[C:9]1[CH:14]=[CH:13][CH:12]=[CH:11][CH:10]=1, predict the reaction product. The product is: [N:34]1[CH:35]=[CH:36][N:37]=[CH:38][C:33]=1[C@:21]12[CH2:23][NH:24][CH2:25][C@H:20]1[CH2:19][S:18][C:17]([NH:16][C:8](=[O:15])[C:9]1[CH:14]=[CH:13][CH:12]=[CH:11][CH:10]=1)=[N:22]2. (7) Given the reactants CO[C:3](=[O:22])[C:4]([OH:21])=[CH:5][C:6](=[O:20])[N:7]([CH3:19])[CH2:8][C:9]1[C:18]2[C:13](=[CH:14][CH:15]=[CH:16][CH:17]=2)[CH:12]=[CH:11][CH:10]=1.[CH2:23]=O.[NH2:25][CH2:26][CH2:27][CH2:28][C:29]([OH:31])=[O:30], predict the reaction product. The product is: [OH:21][C:4]1[C:3](=[O:22])[N:25]([CH2:26][CH2:27][CH2:28][C:29]([OH:31])=[O:30])[CH2:23][C:5]=1[C:6](=[O:20])[N:7]([CH3:19])[CH2:8][C:9]1[C:18]2[C:13](=[CH:14][CH:15]=[CH:16][CH:17]=2)[CH:12]=[CH:11][CH:10]=1.